Dataset: Forward reaction prediction with 1.9M reactions from USPTO patents (1976-2016). Task: Predict the product of the given reaction. (1) Given the reactants [O:1]=[C:2]1[CH:11]=[CH:10][C:9]2[C:4](=[N:5][CH:6]=[CH:7][CH:8]=2)[N:3]1[CH2:12][CH2:13][CH2:14][C:15]1([C:29]([O:31]CC)=[O:30])[CH2:20][CH2:19][N:18]([CH2:21][CH2:22][S:23][C:24]2[S:25][CH:26]=[CH:27][CH:28]=2)[CH2:17][CH2:16]1.[OH-].[Na+], predict the reaction product. The product is: [O:1]=[C:2]1[CH:11]=[CH:10][C:9]2[C:4](=[N:5][CH:6]=[CH:7][CH:8]=2)[N:3]1[CH2:12][CH2:13][CH2:14][C:15]1([C:29]([OH:31])=[O:30])[CH2:16][CH2:17][N:18]([CH2:21][CH2:22][S:23][C:24]2[S:25][CH:26]=[CH:27][CH:28]=2)[CH2:19][CH2:20]1. (2) Given the reactants [NH2:1][C:2]1[CH:3]=[CH:4][C:5]2[N:10]([CH3:11])[C:9](=[O:12])[O:8][C:7]([CH3:14])([CH3:13])[C:6]=2[CH:15]=1.[Cl:16][C:17]1[CH:22]=[CH:21][C:20](B(O)O)=[CH:19][CH:18]=1, predict the reaction product. The product is: [Cl:16][C:17]1[CH:22]=[CH:21][C:20]([NH:1][C:2]2[CH:3]=[CH:4][C:5]3[N:10]([CH3:11])[C:9](=[O:12])[O:8][C:7]([CH3:13])([CH3:14])[C:6]=3[CH:15]=2)=[CH:19][CH:18]=1. (3) Given the reactants [CH3:1][N:2]1[CH2:7][CH2:6][CH:5]([NH:8][CH3:9])[CH2:4][CH2:3]1.[Cl:10][C:11]1[N:12]=[C:13]([N:22]2[CH2:27][CH2:26][O:25][CH2:24][CH2:23]2)[C:14]2[CH:19]=[C:18]([CH:20]=O)[S:17][C:15]=2[N:16]=1, predict the reaction product. The product is: [Cl:10][C:11]1[N:12]=[C:13]([N:22]2[CH2:27][CH2:26][O:25][CH2:24][CH2:23]2)[C:14]2[CH:19]=[C:18]([CH2:20][N:8]([CH3:9])[CH:5]3[CH2:6][CH2:7][N:2]([CH3:1])[CH2:3][CH2:4]3)[S:17][C:15]=2[N:16]=1. (4) Given the reactants C([O:3][C:4](=[O:46])[CH2:5][CH2:6][CH2:7][O:8][C:9]1[CH:14]=[CH:13][CH:12]=[C:11]([CH2:15][CH2:16][CH2:17][CH2:18][CH2:19][CH2:20][O:21][C:22]2[CH:23]=[C:24]([C:31]3[CH:36]=[CH:35][C:34]([F:37])=[C:33]([F:38])[CH:32]=3)[CH:25]=[C:26]([O:28][CH2:29][CH3:30])[CH:27]=2)[C:10]=1[CH2:39][CH2:40][C:41]([O:43]CC)=[O:42])C.[OH-].[Na+], predict the reaction product. The product is: [C:41]([CH2:40][CH2:39][C:10]1[C:11]([CH2:15][CH2:16][CH2:17][CH2:18][CH2:19][CH2:20][O:21][C:22]2[CH:23]=[C:24]([C:31]3[CH:36]=[CH:35][C:34]([F:37])=[C:33]([F:38])[CH:32]=3)[CH:25]=[C:26]([O:28][CH2:29][CH3:30])[CH:27]=2)=[CH:12][CH:13]=[CH:14][C:9]=1[O:8][CH2:7][CH2:6][CH2:5][C:4]([OH:46])=[O:3])([OH:43])=[O:42]. (5) Given the reactants C[N:2](C)[CH:3]=[CH:4][C:5](=O)[CH:6]([O:9]C)OC.C(N(CC)CC)C.[NH:20]([CH2:22][C:23]([O:25][CH2:26][CH3:27])=[O:24])N.Cl.C(=O)(O)[O-].[Na+], predict the reaction product. The product is: [CH:6]([C:5]1[N:20]([CH2:22][C:23]([O:25][CH2:26][CH3:27])=[O:24])[N:2]=[CH:3][CH:4]=1)=[O:9]. (6) Given the reactants [CH2:1]([O:8][C:9](=[O:23])[N:10]([C@@H:13]1[CH2:21][C:20]2[C:15](=[CH:16][CH:17]=[C:18]([NH2:22])[CH:19]=2)[CH2:14]1)[CH2:11][CH3:12])[C:2]1[CH:7]=[CH:6][CH:5]=[CH:4][CH:3]=1.[C:24]([N:32]=[C:33]=[S:34])(=[O:31])[C:25]1[CH:30]=[CH:29][CH:28]=[CH:27][CH:26]=1.C1C(=O)N(Br)C(=O)C1.CC#N, predict the reaction product. The product is: [CH2:1]([O:8][C:9](=[O:23])[N:10]([C@@H:13]1[CH2:21][C:20]2[C:15](=[CH:16][C:17]3[S:34][C:33]([NH:32][C:24](=[O:31])[C:25]4[CH:26]=[CH:27][CH:28]=[CH:29][CH:30]=4)=[N:22][C:18]=3[CH:19]=2)[CH2:14]1)[CH2:11][CH3:12])[C:2]1[CH:7]=[CH:6][CH:5]=[CH:4][CH:3]=1.